Task: Predict the reactants needed to synthesize the given product.. Dataset: Full USPTO retrosynthesis dataset with 1.9M reactions from patents (1976-2016) Given the product [O:50]=[S:2]1(=[O:1])[CH2:7][CH2:6][N:5]([CH2:8][CH2:9][NH:10][C@:11]23[CH2:46][CH2:45][C@@H:44]([CH:47]([CH3:48])[CH3:49])[C@@H:12]2[C@@H:13]2[C@@:26]([CH3:29])([CH2:27][CH2:28]3)[C@@:25]3([CH3:30])[C@@H:16]([C@:17]4([CH3:43])[C@@H:22]([CH2:23][CH2:24]3)[C:21]([CH3:32])([CH3:31])[C@@H:20]([C:33]3[CH:34]=[CH:35][C:36]([C:37]([OH:39])=[O:38])=[CH:41][CH:42]=3)[CH2:19][CH2:18]4)[CH2:15][CH2:14]2)[CH2:4][CH2:3]1, predict the reactants needed to synthesize it. The reactants are: [O:1]=[S:2]1(=[O:50])[CH2:7][CH2:6][N:5]([CH2:8][CH2:9][NH:10][C@:11]23[CH2:46][CH2:45][C@@H:44]([CH:47]([CH3:49])[CH3:48])[C@@H:12]2[C@@H:13]2[C@@:26]([CH3:29])([CH2:27][CH2:28]3)[C@@:25]3([CH3:30])[C@@H:16]([C@:17]4([CH3:43])[C@@H:22]([CH2:23][CH2:24]3)[C:21]([CH3:32])([CH3:31])[C@@H:20]([C:33]3[CH:42]=[CH:41][C:36]([C:37]([O:39]C)=[O:38])=[CH:35][CH:34]=3)[CH2:19][CH2:18]4)[CH2:15][CH2:14]2)[CH2:4][CH2:3]1.[OH-].[Na+].